The task is: Predict the product of the given reaction.. This data is from Forward reaction prediction with 1.9M reactions from USPTO patents (1976-2016). (1) Given the reactants [Cl:1][C:2]1[N:3]=[C:4]([N:13]2[CH2:18][CH2:17][O:16][CH2:15][CH2:14]2)[C:5]2[S:10][C:9]([CH:11]=O)=[CH:8][C:6]=2[N:7]=1.C1COCC1.[CH3:24][NH2:25], predict the reaction product. The product is: [Cl:1][C:2]1[N:3]=[C:4]([N:13]2[CH2:18][CH2:17][O:16][CH2:15][CH2:14]2)[C:5]2[S:10][C:9]([CH2:11][NH:25][CH3:24])=[CH:8][C:6]=2[N:7]=1. (2) Given the reactants [F:1][C:2]1[C:3]([C:10]2[CH:15]=[CH:14][N:13]=[C:12]([C:16]([F:19])([F:18])[F:17])[CH:11]=2)=[N:4][CH:5]=[C:6]([CH2:8][NH2:9])[CH:7]=1.[C:20]([O:24][C:25]([N:27]1[CH2:32][CH2:31][N:30]([C:33]2[CH:41]=[CH:40][C:36]([C:37](O)=[O:38])=[CH:35][N:34]=2)[CH2:29][CH2:28]1)=[O:26])([CH3:23])([CH3:22])[CH3:21].CN(C(ON1N=NC2C=CC=NC1=2)=[N+](C)C)C.F[P-](F)(F)(F)(F)F.C(N(CC)C(C)C)(C)C, predict the reaction product. The product is: [F:1][C:2]1[C:3]([C:10]2[CH:15]=[CH:14][N:13]=[C:12]([C:16]([F:19])([F:17])[F:18])[CH:11]=2)=[N:4][CH:5]=[C:6]([CH2:8][NH:9][C:37]([C:36]2[CH:40]=[CH:41][C:33]([N:30]3[CH2:31][CH2:32][N:27]([C:25]([O:24][C:20]([CH3:23])([CH3:22])[CH3:21])=[O:26])[CH2:28][CH2:29]3)=[N:34][CH:35]=2)=[O:38])[CH:7]=1. (3) Given the reactants [NH:1]([C:13]([O:15][CH2:16][CH:17]1[C:29]2[C:24](=[CH:25][CH:26]=[CH:27][CH:28]=2)[C:23]2[C:18]1=[CH:19][CH:20]=[CH:21][CH:22]=2)=[O:14])[C@H:2]([C:10](O)=[O:11])[CH2:3][C:4]1[CH:9]=[CH:8][CH:7]=[CH:6][CH:5]=1.ON1C(=O)CCC1=O.Cl.CN(C)CCCN=C=NCC.C(N(CC)C(C)C)(C)C.[C:59]([S:63][S:64][CH2:65][C@@H:66]([C:68]([OH:70])=[O:69])[NH2:67])([CH3:62])([CH3:61])[CH3:60].Cl, predict the reaction product. The product is: [CH2:3]([C@@H:2]([C:10](=[O:11])[NH:67][C@H:66]([C:68]([OH:70])=[O:69])[CH2:65][S:64][S:63][C:59]([CH3:62])([CH3:60])[CH3:61])[NH:1][C:13](=[O:14])[O:15][CH2:16][CH:17]1[C:29]2[CH:28]=[CH:27][CH:26]=[CH:25][C:24]=2[C:23]2[C:18]1=[CH:19][CH:20]=[CH:21][CH:22]=2)[C:4]1[CH:9]=[CH:8][CH:7]=[CH:6][CH:5]=1. (4) Given the reactants Cl[CH2:2][CH2:3][O:4][C:5]1[C:17]2[C:16]3[C:11]4=[C:12]([O:18][CH2:19][CH:20]([C:21]5[CH:26]=[CH:25][CH:24]=[CH:23][CH:22]=5)[N:10]4[C:9]=2[CH:8]=[CH:7][CH:6]=1)[CH:13]=[CH:14][CH:15]=3.[C:27]([O:31][C:32]([N:34]1[CH2:39][CH2:38][NH:37][CH2:36][CH2:35]1)=[O:33])([CH3:30])([CH3:29])[CH3:28].[I-].[Na+].C(=O)([O-])[O-].[K+].[K+], predict the reaction product. The product is: [C:21]1([CH:20]2[N:10]3[C:11]4[C:16]([C:17]5[C:5]([O:4][CH2:3][CH2:2][N:37]6[CH2:36][CH2:35][N:34]([C:32]([O:31][C:27]([CH3:30])([CH3:29])[CH3:28])=[O:33])[CH2:39][CH2:38]6)=[CH:6][CH:7]=[CH:8][C:9]=53)=[CH:15][CH:14]=[CH:13][C:12]=4[O:18][CH2:19]2)[CH:26]=[CH:25][CH:24]=[CH:23][CH:22]=1.